This data is from HIV replication inhibition screening data with 41,000+ compounds from the AIDS Antiviral Screen. The task is: Binary Classification. Given a drug SMILES string, predict its activity (active/inactive) in a high-throughput screening assay against a specified biological target. (1) The molecule is CCCN(CCc1ccc(-c2ccccc2)cc1)CCc1ccc2nn[nH]c2c1. The result is 0 (inactive). (2) The drug is Cc1ccc(N=Nc2c(S(=O)(=O)O)cc3cc(NC(=O)Nc4ccc5c(O)c(N=Nc6ccc7cc(S(=O)(=O)O)ccc7c6)c(S(=O)(=O)O)cc5c4)ccc3c2O)cc1. The result is 1 (active). (3) The drug is C=C1CCC2C(C)(CO)C(O)CCC2(C)C1CC(O)C(=CCO)C(=O)O. The result is 0 (inactive). (4) The drug is CN(C)c1cc(CNCCSC(c2ccccc2)(c2ccccc2)c2ccccc2)nc(CNCCSC(c2ccccc2)(c2ccccc2)c2ccccc2)c1. The result is 0 (inactive). (5) The drug is N#CC1=C(O)NC(O)=C(C#N)C12C(=O)Nc1ccccc12. The result is 0 (inactive). (6) The compound is COc1ccc(CC2C(=O)NC(C)C(=O)N(C)C3Cc4ccc(cc4)Oc4cc(ccc4O)CC(C(=O)NC(C)C(=O)NC(C)C(=O)N2C)N(C)C3=O)cc1. The result is 0 (inactive). (7) The compound is CN(C)c1ccc(C=CC2=[O+][Cu-3]3([O+]=C(C=Cc4ccc(N(C)C)cc4)[OH+]3)[OH+]2)cc1. The result is 0 (inactive).